This data is from Reaction yield outcomes from USPTO patents with 853,638 reactions. The task is: Predict the reaction yield, written as a fraction of the theoretical maximum amount of product (1.0 means a 100% yield; for example, 0.34 means a 34% yield). (1) The reactants are [F:1][C:2]1[CH:7]=[CH:6][CH:5]=[CH:4][C:3]=1[C:8](=O)[CH2:9][C:10]1[N:15]=[C:14]2[S:16][C:17]([NH:19][CH:20]([CH3:22])[CH3:21])=[N:18][C:13]2=[CH:12][CH:11]=1.NN.C[N:27]([CH:29]=O)C.CC([N:34](C)C)=O. No catalyst specified. The product is [F:1][C:2]1[CH:7]=[CH:6][CH:5]=[CH:4][C:3]=1[C:8]1[C:9]([C:10]2[N:15]=[C:14]3[S:16][C:17]([NH:19][CH:20]([CH3:22])[CH3:21])=[N:18][C:13]3=[CH:12][CH:11]=2)=[CH:29][NH:27][N:34]=1. The yield is 0.290. (2) The reactants are C([N:8]1[CH:17]=[CH:16][C:15]2[N:14]=[CH:13][CH:12]=[CH:11][C:10]=2[CH:9]1[CH2:18][CH2:19][C:20]1[CH:25]=[CH:24][C:23]([O:26][CH3:27])=[CH:22][CH:21]=1)C1C=CC=CC=1. The catalyst is CO.C(O)(=O)C.[Pd]. The product is [CH3:27][O:26][C:23]1[CH:24]=[CH:25][C:20]([CH2:19][CH2:18][CH:9]2[NH:8][CH2:17][CH2:16][C:15]3[N:14]=[CH:13][CH:12]=[CH:11][C:10]2=3)=[CH:21][CH:22]=1. The yield is 0.930. (3) The reactants are [CH3:1][O:2][C:3]([CH:5]1[CH2:10][CH2:9][CH:8]([C:11](=O)[C:12]2[CH:17]=[CH:16][CH:15]=[CH:14][C:13]=2[F:18])[CH2:7][CH2:6]1)=[O:4].FC(F)(F)C(O)=O.C([SiH](CC)CC)C. No catalyst specified. The product is [CH3:1][O:2][C:3]([CH:5]1[CH2:6][CH2:7][CH:8]([CH2:11][C:12]2[CH:17]=[CH:16][CH:15]=[CH:14][C:13]=2[F:18])[CH2:9][CH2:10]1)=[O:4]. The yield is 0.830. (4) The reactants are O1CCCC1.[OH-].[Na+].[NH2:8][C:9]1[C:14]([C:15]2[O:19][N:18]=[C:17]([CH2:20][C:21]3[CH:26]=[CH:25][C:24]([OH:27])=[CH:23][CH:22]=3)[CH:16]=2)=[CH:13][CH:12]=[CH:11][N:10]=1.Cl[CH2:29][C:30]1[CH:35]=[CH:34][C:33]([F:36])=[CH:32][N:31]=1. The catalyst is CN(C)C=O. The product is [F:36][C:33]1[CH:34]=[CH:35][C:30]([CH2:29][O:27][C:24]2[CH:25]=[CH:26][C:21]([CH2:20][C:17]3[CH:16]=[C:15]([C:14]4[C:9]([NH2:8])=[N:10][CH:11]=[CH:12][CH:13]=4)[O:19][N:18]=3)=[CH:22][CH:23]=2)=[N:31][CH:32]=1. The yield is 0.770.